This data is from Full USPTO retrosynthesis dataset with 1.9M reactions from patents (1976-2016). The task is: Predict the reactants needed to synthesize the given product. (1) Given the product [C:19]1([N:25]2[CH2:30][CH2:29][N:28]([CH2:14][CH2:13][CH2:12][C:11]3[N:7]([C:1]4[CH:6]=[CH:5][CH:4]=[CH:3][CH:2]=4)[N:8]=[C:9]([CH2:16][CH2:17][CH3:18])[CH:10]=3)[CH2:27][CH2:26]2)[CH:24]=[CH:23][CH:22]=[CH:21][CH:20]=1, predict the reactants needed to synthesize it. The reactants are: [C:1]1([N:7]2[C:11]([CH2:12][CH2:13][CH:14]=O)=[CH:10][C:9]([CH2:16][CH2:17][CH3:18])=[N:8]2)[CH:6]=[CH:5][CH:4]=[CH:3][CH:2]=1.[C:19]1([N:25]2[CH2:30][CH2:29][NH:28][CH2:27][CH2:26]2)[CH:24]=[CH:23][CH:22]=[CH:21][CH:20]=1.CCN(C(C)C)C(C)C.[BH-](OC(C)=O)(OC(C)=O)OC(C)=O.[Na+]. (2) Given the product [CH3:9][C:5]1([CH3:10])[C:6](=[O:8])[C:11]2[CH:12]=[CH:13][C:14]([CH3:15])=[C:2]([CH3:1])[C:3]=2[O:4]1, predict the reactants needed to synthesize it. The reactants are: [CH3:1][C:2]1[C:14]([CH3:15])=[CH:13][CH:12]=[CH:11][C:3]=1[O:4][C:5]([CH3:10])([CH3:9])[C:6]([OH:8])=O.CN(C=O)C.C(Cl)(=O)C(Cl)=O.[Cl-].[Al+3].[Cl-].[Cl-]. (3) The reactants are: [F:1][C:2]1[C:7]([C:8]2[N:12]([S:13]([C:16]3[S:17][C:18]([C:21]4[O:25][N:24]=[CH:23][CH:22]=4)=[CH:19][CH:20]=3)(=[O:15])=[O:14])[CH:11]=[C:10]([CH2:26][N:27](C)[C:28](=O)OC(C)(C)C)[CH:9]=2)=[CH:6][CH:5]=[CH:4][N:3]=1.C(OCC)(=O)C.[ClH:42]. Given the product [ClH:42].[F:1][C:2]1[C:7]([C:8]2[N:12]([S:13]([C:16]3[S:17][C:18]([C:21]4[O:25][N:24]=[CH:23][CH:22]=4)=[CH:19][CH:20]=3)(=[O:15])=[O:14])[CH:11]=[C:10]([CH2:26][NH:27][CH3:28])[CH:9]=2)=[CH:6][CH:5]=[CH:4][N:3]=1, predict the reactants needed to synthesize it.